Dataset: Catalyst prediction with 721,799 reactions and 888 catalyst types from USPTO. Task: Predict which catalyst facilitates the given reaction. (1) Reactant: O1CCCC1.[C:6]([O:10][C:11](=[O:51])[N:12]([CH2:40][C:41]1[CH:50]=[CH:49][C:44]2[O:45][CH2:46][CH2:47][O:48][C:43]=2[CH:42]=1)[CH:13]1[CH2:18][CH2:17][N:16]([CH2:19][CH2:20][N:21]2[C:30]3[C:25](=[C:26]([C:33](=[O:38])N(OC)C)[CH:27]=[C:28]([O:31][CH3:32])[CH:29]=3)[CH:24]=[CH:23][C:22]2=[O:39])[CH2:15][CH2:14]1)([CH3:9])([CH3:8])[CH3:7].[H-].C([Al+]CC(C)C)C(C)C.C1(C)C=CC=CC=1.[Cl-].[NH4+]. Product: [C:6]([O:10][C:11](=[O:51])[N:12]([CH2:40][C:41]1[CH:50]=[CH:49][C:44]2[O:45][CH2:46][CH2:47][O:48][C:43]=2[CH:42]=1)[CH:13]1[CH2:14][CH2:15][N:16]([CH2:19][CH2:20][N:21]2[C:30]3[C:25](=[C:26]([CH:33]=[O:38])[CH:27]=[C:28]([O:31][CH3:32])[CH:29]=3)[CH:24]=[CH:23][C:22]2=[O:39])[CH2:17][CH2:18]1)([CH3:9])([CH3:7])[CH3:8]. The catalyst class is: 13. (2) Reactant: [OH:1][C@@:2]1([CH2:22][O:23][CH3:24])[CH2:7][CH2:6][CH2:5][CH2:4][C@H:3]1[N:8]1[C:12]([C:13]2[CH:18]=[CH:17][CH:16]=[CH:15][CH:14]=2)=[C:11]([C:19](O)=[O:20])[N:10]=[CH:9]1.[CH3:25][N:26]([C:45]1[CH:50]=[CH:49][CH:48]=[CH:47][CH:46]=1)[CH2:27][CH2:28][C@H:29]1[NH:34][CH2:33][CH2:32][N:31]([C:35]([O:37][CH2:38][C:39]2[CH:44]=[CH:43][CH:42]=[CH:41][CH:40]=2)=[O:36])[CH2:30]1.CCN=C=NCCCN(C)C.Cl.C1C=CC2N(O)N=NC=2C=1.C(=O)([O-])O.[Na+]. Product: [OH:1][C@@:2]1([CH2:22][O:23][CH3:24])[CH2:7][CH2:6][CH2:5][CH2:4][C@H:3]1[N:8]1[C:12]([C:13]2[CH:14]=[CH:15][CH:16]=[CH:17][CH:18]=2)=[C:11]([C:19]([N:34]2[CH2:33][CH2:32][N:31]([C:35]([O:37][CH2:38][C:39]3[CH:44]=[CH:43][CH:42]=[CH:41][CH:40]=3)=[O:36])[CH2:30][C@H:29]2[CH2:28][CH2:27][N:26]([CH3:25])[C:45]2[CH:50]=[CH:49][CH:48]=[CH:47][CH:46]=2)=[O:20])[N:10]=[CH:9]1. The catalyst class is: 3.